Dataset: Peptide-MHC class I binding affinity with 185,985 pairs from IEDB/IMGT. Task: Regression. Given a peptide amino acid sequence and an MHC pseudo amino acid sequence, predict their binding affinity value. This is MHC class I binding data. (1) The peptide sequence is ASFVFVIL. The MHC is H-2-Db with pseudo-sequence H-2-Db. The binding affinity (normalized) is 0. (2) The peptide sequence is QTVEMSPFY. The MHC is HLA-B07:02 with pseudo-sequence HLA-B07:02. The binding affinity (normalized) is 0.213. (3) The peptide sequence is RSSPRETMK. The MHC is HLA-B46:01 with pseudo-sequence HLA-B46:01. The binding affinity (normalized) is 0.0847. (4) The MHC is HLA-A26:01 with pseudo-sequence HLA-A26:01. The peptide sequence is DEEPMELDY. The binding affinity (normalized) is 0.